From a dataset of Full USPTO retrosynthesis dataset with 1.9M reactions from patents (1976-2016). Predict the reactants needed to synthesize the given product. (1) Given the product [CH2:20]([S:19][C:3]1[C:4]2[C:9](=[CH:8][C:7]([C:10]([N:12]3[CH2:17][CH2:16][O:15][CH2:14][CH2:13]3)=[O:11])=[CH:6][CH:5]=2)[NH:1][CH:2]=1)[CH3:21], predict the reactants needed to synthesize it. The reactants are: [NH:1]1[C:9]2[C:4](=[CH:5][CH:6]=[C:7]([C:10]([N:12]3[CH2:17][CH2:16][O:15][CH2:14][CH2:13]3)=[O:11])[CH:8]=2)[CH:3]=[CH:2]1.C[S:19][C:20]1C2C(=CC(C(N3CCOCC3)=O)=CC=2)N[CH:21]=1. (2) Given the product [C:1]([C:3]1[CH:12]=[CH:11][CH:10]=[C:9]2[C:4]=1[CH:5]=[CH:6][C:7]([C:13]([Cl:19])=[O:15])=[CH:8]2)#[N:2], predict the reactants needed to synthesize it. The reactants are: [C:1]([C:3]1[CH:12]=[CH:11][CH:10]=[C:9]2[C:4]=1[CH:5]=[CH:6][C:7]([C:13]([OH:15])=O)=[CH:8]2)#[N:2].C(Cl)(=O)C([Cl:19])=O. (3) Given the product [Cl:1][C:2]1[S:3][C:4]2[CH2:10][CH2:9][CH:8]([N:18]([CH3:17])[CH3:22])[CH2:7][C:5]=2[N:6]=1, predict the reactants needed to synthesize it. The reactants are: [Cl:1][C:2]1[S:3][C:4]2[CH2:10][CH2:9][C:8](=O)[CH2:7][C:5]=2[N:6]=1.C([O-])(=O)C.[NH4+].[C:17]([BH3-])#[N:18].[Na+].Cl.[CH2:22]=O. (4) Given the product [C:20]([C@@H:17]1[CH2:18][CH2:19][C@H:14]([N:13]2[C:12]3[CH:23]=[C:24]([CH2:27][N:28]4[CH2:33][CH2:32][O:31][CH2:30][CH2:29]4)[CH:25]=[CH:26][C:11]=3[NH:10]/[C:9]/2=[N:8]\[C:6](=[O:7])[C:5]2[CH:34]=[CH:35][C:2]([F:1])=[CH:3][CH:4]=2)[CH2:15][CH2:16]1)(=[O:21])[NH2:36].[F:1][C:2]1[CH:35]=[CH:34][C:5]([C:6](/[N:8]=[C:9]2\[NH:10][C:11]3[CH:26]=[CH:25][C:24]([CH2:27][N:28]4[CH2:33][CH2:32][O:31][CH2:30][CH2:29]4)=[CH:23][C:12]=3[N:13]\2[C@H:14]2[CH2:19][CH2:18][C@@H:17]([C:20](=[O:21])[NH:36][C:5]([CH3:34])([CH3:4])[CH2:6][OH:7])[CH2:16][CH2:15]2)=[O:7])=[CH:4][CH:3]=1, predict the reactants needed to synthesize it. The reactants are: [F:1][C:2]1[CH:35]=[CH:34][C:5]([C:6](/[N:8]=[C:9]2\[NH:10][C:11]3[CH:26]=[CH:25][C:24]([CH2:27][N:28]4[CH2:33][CH2:32][O:31][CH2:30][CH2:29]4)=[CH:23][C:12]=3[N:13]\2[C@@H:14]2[CH2:19][CH2:18][C@H:17]([C:20](Cl)=[O:21])[CH2:16][CH2:15]2)=[O:7])=[CH:4][CH:3]=1.[NH3:36].